From a dataset of Forward reaction prediction with 1.9M reactions from USPTO patents (1976-2016). Predict the product of the given reaction. (1) Given the reactants [C:1]([O:5][C:6]([N:8]1[CH:16]2[CH:11]([CH2:12][CH2:13][CH2:14][CH2:15]2)[CH2:10][C@H:9]1[C:17](O)=[O:18])=[O:7])([CH3:4])([CH3:3])[CH3:2].B.C1COCC1, predict the reaction product. The product is: [C:1]([O:5][C:6]([N:8]1[CH:16]2[CH:11]([CH2:12][CH2:13][CH2:14][CH2:15]2)[CH2:10][C@H:9]1[CH2:17][OH:18])=[O:7])([CH3:4])([CH3:3])[CH3:2]. (2) The product is: [O:37]1[CH2:36][CH2:35][N:34]([C:29]2[CH:28]=[C:27]([C:21]3[C:22]4[S:23][C:24]5[C:15](=[CH:14][C:13]([NH:12][CH:9]6[CH2:8][CH2:7][C:6](=[O:5])[CH2:11][CH2:10]6)=[CH:26][CH:25]=5)[S:16][C:17]=4[CH:18]=[CH:19][CH:20]=3)[NH:32][C:31](=[O:33])[CH:30]=2)[CH2:39][CH2:38]1. Given the reactants Cl.O1[C:6]2([CH2:11][CH2:10][CH:9]([NH:12][C:13]3[CH:14]=[C:15]4[C:24](=[CH:25][CH:26]=3)[S:23][C:22]3[C:21]([C:27]5[NH:32][C:31](=[O:33])[CH:30]=[C:29]([N:34]6[CH2:39][CH2:38][O:37][CH2:36][CH2:35]6)[CH:28]=5)=[CH:20][CH:19]=[CH:18][C:17]=3[S:16]4)[CH2:8][CH2:7]2)[O:5]CC1.C(=O)([O-])O.[Na+], predict the reaction product. (3) The product is: [NH2:1][C:2]1[CH:7]=[CH:6][C:5]([C:8]2[CH:16]=[CH:15][C:11]([C:12]([O:14][CH3:22])=[O:13])=[CH:10][CH:9]=2)=[CH:4][N:3]=1. Given the reactants [NH2:1][C:2]1[CH:7]=[CH:6][C:5]([C:8]2[CH:16]=[CH:15][C:11]([C:12]([OH:14])=[O:13])=[CH:10][CH:9]=2)=[CH:4][N:3]=1.S(=O)(=O)(O)O.[C:22](=O)(O)[O-].[Na+].O, predict the reaction product.